The task is: Binary Classification. Given a miRNA mature sequence and a target amino acid sequence, predict their likelihood of interaction.. This data is from Experimentally validated miRNA-target interactions with 360,000+ pairs, plus equal number of negative samples. (1) Result: 1 (interaction). The protein sequence of the target gene is MAALLLGAVLLVAQPQLVPSRPAELGQQELLRKAGTLQDDVRDGVAPNGSAQQLPQTIIIGVRKGGTRALLEMLSLHPDVAAAENEVHFFDWEEHYSHGLGWYLSQMPFSWPHQLTVEKTPAYFTSPKVPERVYSMNPSIRLLLILRDPSERVLSDYTQVFYNHMQKHKPYPSIEEFLVRDGRLNVDYKALNRSLYHVHMQNWLRFFPLRHIHIVDGDRLIRDPFPEIQKVERFLKLSPQINASNFYFNKTKGFYCLRDSGRDRCLHESKGRAHPQVDPKLLNKLHEYFHEPNKKFFELV.... The miRNA is hsa-miR-5190 with sequence CCAGUGACUGAGCUGGAGCCA. (2) The miRNA is mmu-miR-3569-3p with sequence UCAGUCUGCGCUCCUCUCCAGC. The protein sequence of the target gene is MNATHCILALQLFLMAVSGCYCHGTVIESLESLNNYFNSSGIDVEEKSLFLDIWRNWQKDGDMKILQSQIISFYLRLFEVLKDNQAISNNISVIESHLITTFFSNSKAKKDAFMSIAKFEVNNPQVQRQAFNELIRVVHQLLPESSLRKRKRSRC. Result: 0 (no interaction). (3) The miRNA is hsa-miR-5003-5p with sequence UCACAACAACCUUGCAGGGUAGA. The protein sequence of the target gene is MEPLASNIQVLLQAAEFLERREREAEHGYASLCPHRSPGPIHRRKKRPPQAPGAQDSGRSVHNELEKRRRAQLKRCLERLKQQMPLGADCARYTTLSLLRRARMHIQKLEDQEQRARQLKERLRSKQQSLQRQLEQLRGLAGAAERERLRADSLDSSGLSSERSDSDQEELEVDVESLVFGGEAELLRGFVAGQEHSYSHGGGAWL. Result: 0 (no interaction). (4) The miRNA is gga-miR-128-3p with sequence UCACAGUGAACCGGUCUCUUU. The protein sequence of the target gene is MDVRFYPAAAGDPASLDFAQCLGYYGYSKFGNNNNYMNMAEANNAFFAASEQTFHTPSLGDEEFEIPPITPPPESDPALGMPDVLLPFQALSDPLPSQGSEFTPQFPPQSLDLPSITISRNLVEQDGVLHSSGLHMDQSHTQVSQYRQDPSLIMRSIVHMTDAARSGVMPPAQLTTINQSQLSAQLGLNLGGASMPHTSPSPPASKSATPSPSSSINEEDADEANRAIGEKRAAPDSGKKPKTPKKKKKKDPNEPQKPVSAYALFFRDTQAAIKGQNPNATFGEVSKIVASMWDSLGEEQ.... Result: 0 (no interaction). (5) The miRNA is hsa-miR-4468 with sequence AGAGCAGAAGGAUGAGAU. The protein sequence of the target gene is MQYPHPGPAAGAVGVPLYAPTPLLQPAHPTPFYIEDILGRGPAAPTPAPTLPSPNSSFTSLVSPYRTPVYEPTPIHPAFSHHSAAALAAAYGPGGFGGPLYPFPRTVNDYTHALLRHDPLGKPLLWSPFLQRPLHKRKGGQVRFSNDQTIELEKKFETQKYLSPPERKRLAKMLQLSERQVKTWFQNRRAKWRRLKQENPQSNKKEELESLDSSCDQRQDLPSEQNKGASLDSSQCSPSPASQEDLESEISEDSDQEVDIEGDKSYFNAG. Result: 0 (no interaction). (6) The miRNA is hsa-miR-6861-5p with sequence ACUGGGUAGGUGGGGCUCCAGG. The protein sequence of the target gene is MQLEHCLSPSIMLSKKFLNVSSSYPHSGGSELVLHDHPIISTTDNLERSSPLKKITRGMTNQSDTDNFPDSKDSPGDVQRSKLSPVLDGVSELRHSFDGSAADRYLLSQSSQPQSAATAPSAMFPYPSQHGPAHPAFSIGSPSRYMAHHPVITNGAYNSLLSNSSPQGYPTAGYPYPQQYGHSYQGAPFYQFSSTQPGLVPGKAQVYLCNRPLWLKFHRHQTEMIITKQGRRMFPFLSFNISGLDPTAHYNIFVDVILADPNHWRFQGGKWVPCGKADTNVQGNRVYMHPDSPNTGAHWM.... Result: 0 (no interaction).